This data is from Catalyst prediction with 721,799 reactions and 888 catalyst types from USPTO. The task is: Predict which catalyst facilitates the given reaction. Reactant: C[O:2][C:3]([C:5]1[CH:10]=[CH:9][N:8]=[CH:7][N:6]=1)=[O:4].BrC1C(C(O)=S)=NC(C)=NC=1. Product: [N:8]1[CH:9]=[CH:10][C:5]([C:3]([OH:4])=[O:2])=[N:6][CH:7]=1. The catalyst class is: 181.